Regression. Given a peptide amino acid sequence and an MHC pseudo amino acid sequence, predict their binding affinity value. This is MHC class I binding data. From a dataset of Peptide-MHC class I binding affinity with 185,985 pairs from IEDB/IMGT. (1) The peptide sequence is MDGIQYGRSG. The MHC is HLA-B40:01 with pseudo-sequence HLA-B40:01. The binding affinity (normalized) is 0. (2) The peptide sequence is RTTLWCDVR. The MHC is HLA-A02:19 with pseudo-sequence HLA-A02:19. The binding affinity (normalized) is 0.0847. (3) The peptide sequence is PTNDHIPVV. The MHC is HLA-A02:01 with pseudo-sequence HLA-A02:01. The binding affinity (normalized) is 0. (4) The peptide sequence is RVYAELAAL. The MHC is HLA-B58:01 with pseudo-sequence HLA-B58:01. The binding affinity (normalized) is 0.294. (5) The peptide sequence is RLRAEAQVK. The MHC is HLA-A02:02 with pseudo-sequence HLA-A02:02. The binding affinity (normalized) is 0. (6) The peptide sequence is GSYLNETHF. The MHC is H-2-Db with pseudo-sequence H-2-Db. The binding affinity (normalized) is 0.270.